From a dataset of Reaction yield outcomes from USPTO patents with 853,638 reactions. Predict the reaction yield, written as a fraction of the theoretical maximum amount of product (1.0 means a 100% yield; for example, 0.34 means a 34% yield). (1) The reactants are O1CCOCC1.[F:7][C:8]1[C:9]([CH2:14][N:15]2[CH2:20][CH2:19][N:18]([C:21]3[NH:22][C:23](=[O:32])[C:24]4[CH2:30][CH2:29][CH2:28][N:27]([CH3:31])[C:25]=4[N:26]=3)[CH2:17][CH2:16]2)=[N:10][CH:11]=[CH:12][CH:13]=1.C(Cl)[Cl:34]. No catalyst specified. The product is [ClH:34].[ClH:34].[F:7][C:8]1[C:9]([CH2:14][N:15]2[CH2:16][CH2:17][N:18]([C:21]3[NH:22][C:23](=[O:32])[C:24]4[CH2:30][CH2:29][CH2:28][N:27]([CH3:31])[C:25]=4[N:26]=3)[CH2:19][CH2:20]2)=[N:10][CH:11]=[CH:12][CH:13]=1. The yield is 0.990. (2) The reactants are Cl[C:2]1[N:7]=[C:6]([NH:8][C:9]2[CH:14]=[CH:13][C:12]([O:15][CH2:16][CH3:17])=[CH:11][CH:10]=2)[C:5]([F:18])=[CH:4][N:3]=1.C(N(C(C)C)C(C)C)C.[CH2:28]1[CH2:38][O:37][C:36]2[CH:35]=[CH:34][C:32]([NH2:33])=[CH:31][C:30]=2[O:29]1. The catalyst is C(O)CO. The product is [CH2:16]([O:15][C:12]1[CH:13]=[CH:14][C:9]([NH:8][C:6]2[C:5]([F:18])=[CH:4][N:3]=[C:2]([NH:33][C:32]3[CH:34]=[CH:35][C:36]4[O:37][CH2:38][CH2:28][O:29][C:30]=4[CH:31]=3)[N:7]=2)=[CH:10][CH:11]=1)[CH3:17]. The yield is 0.600. (3) The reactants are [CH2:1]([O:4][C:5]1([CH3:38])[CH2:10][CH2:9][N:8]([C:11]2[C:12]3[N:13]([N:28]=[C:29]([C:31]4[CH:36]=[CH:35][CH:34]=[C:33](Br)[CH:32]=4)[CH:30]=3)[CH:14]=[C:15]([CH3:27])[C:16]=2[C@H:17]([O:22][C:23]([CH3:26])([CH3:25])[CH3:24])[C:18]([O:20][CH3:21])=[O:19])[CH2:7][CH2:6]1)[CH:2]=[CH2:3].[F:39][C:40]1[CH:45]=[CH:44][C:43](B(O)O)=[C:42]([OH:49])[CH:41]=1.C([O-])([O-])=O.[Na+].[Na+]. The catalyst is CN(C=O)C.C1C=CC([P]([Pd]([P](C2C=CC=CC=2)(C2C=CC=CC=2)C2C=CC=CC=2)([P](C2C=CC=CC=2)(C2C=CC=CC=2)C2C=CC=CC=2)[P](C2C=CC=CC=2)(C2C=CC=CC=2)C2C=CC=CC=2)(C2C=CC=CC=2)C2C=CC=CC=2)=CC=1. The product is [CH2:1]([O:4][C:5]1([CH3:38])[CH2:10][CH2:9][N:8]([C:11]2[C:12]3[N:13]([N:28]=[C:29]([C:31]4[CH:32]=[C:33]([C:43]5[CH:44]=[CH:45][C:40]([F:39])=[CH:41][C:42]=5[OH:49])[CH:34]=[CH:35][CH:36]=4)[CH:30]=3)[CH:14]=[C:15]([CH3:27])[C:16]=2[C@H:17]([O:22][C:23]([CH3:26])([CH3:25])[CH3:24])[C:18]([O:20][CH3:21])=[O:19])[CH2:7][CH2:6]1)[CH:2]=[CH2:3]. The yield is 0.701. (4) The reactants are [C:1]([O:5][C:6]([N:8]1[C:12]2=[N:13][CH:14]=[CH:15][C:16]([NH2:17])=[C:11]2[CH:10]=[CH:9]1)=[O:7])([CH3:4])([CH3:3])[CH3:2].CCN(C(C)C)C(C)C.[C:27]([O:31][C:32](=[O:58])[NH:33][CH:34]([C:49]1[CH:54]=[CH:53][C:52]([C:55](Cl)=[O:56])=[CH:51][CH:50]=1)[CH2:35][NH:36][C:37]([C:39]1([C:42]2[CH:47]=[CH:46][C:45]([Cl:48])=[CH:44][CH:43]=2)[CH2:41][CH2:40]1)=[O:38])([CH3:30])([CH3:29])[CH3:28]. The catalyst is C(#N)C. The product is [C:1]([O:5][C:6]([N:8]1[C:12]2=[N:13][CH:14]=[CH:15][C:16]([NH:17][C:55](=[O:56])[C:52]3[CH:53]=[CH:54][C:49]([CH:34]([NH:33][C:32]([O:31][C:27]([CH3:29])([CH3:28])[CH3:30])=[O:58])[CH2:35][NH:36][C:37]([C:39]4([C:42]5[CH:47]=[CH:46][C:45]([Cl:48])=[CH:44][CH:43]=5)[CH2:41][CH2:40]4)=[O:38])=[CH:50][CH:51]=3)=[C:11]2[CH:10]=[CH:9]1)=[O:7])([CH3:4])([CH3:2])[CH3:3]. The yield is 0.0300. (5) No catalyst specified. The yield is 0.620. The reactants are [Cl:1][C:2]1[N:3]=[C:4]([N:14]2[CH2:19][CH2:18][O:17][CH2:16][CH2:15]2)[C:5]2[S:10][C:9]([CH2:11][NH:12][CH3:13])=[CH:8][C:6]=2[N:7]=1.[CH3:20][C:21]1[N:22]=[C:23]([CH:26]=O)[S:24][CH:25]=1. The product is [Cl:1][C:2]1[N:3]=[C:4]([N:14]2[CH2:19][CH2:18][O:17][CH2:16][CH2:15]2)[C:5]2[S:10][C:9]([CH2:11][N:12]([CH3:13])[CH2:26][C:23]3[S:24][CH:25]=[C:21]([CH3:20])[N:22]=3)=[CH:8][C:6]=2[N:7]=1. (6) The product is [Cl:1][C:2]1[CH:7]=[CH:6][CH:5]=[CH:4][C:3]=1[C:8]1[CH:13]=[CH:12][N:11]=[CH:10][C:9]=1[N:14]([CH2:15][CH2:16][S:17]([CH3:20])(=[O:19])=[O:18])[C:28](=[O:29])[C:27]1[CH:31]=[C:32]([C:34]([F:37])([F:35])[F:36])[CH:33]=[C:25]([S:22]([CH3:21])(=[O:24])=[O:23])[CH:26]=1. The yield is 0.130. The reactants are [Cl:1][C:2]1[CH:7]=[CH:6][CH:5]=[CH:4][C:3]=1[C:8]1[CH:13]=[CH:12][N:11]=[CH:10][C:9]=1[NH:14][CH2:15][CH2:16][S:17]([CH3:20])(=[O:19])=[O:18].[CH3:21][S:22]([C:25]1[CH:26]=[C:27]([CH:31]=[C:32]([C:34]([F:37])([F:36])[F:35])[CH:33]=1)[C:28](O)=[O:29])(=[O:24])=[O:23]. No catalyst specified.